This data is from Full USPTO retrosynthesis dataset with 1.9M reactions from patents (1976-2016). The task is: Predict the reactants needed to synthesize the given product. Given the product [CH2:1]([O:3][C:4](=[O:18])[CH2:5][C@@H:6]1[CH2:10][CH2:9][N:8]([C:11]([CH:29]2[CH2:31][CH2:30]2)=[O:13])[CH2:7]1)[CH3:2], predict the reactants needed to synthesize it. The reactants are: [CH2:1]([O:3][C:4](=[O:18])[CH2:5][C@@H:6]1[CH2:10][CH2:9][N:8]([C:11]([O:13]C(C)(C)C)=O)[CH2:7]1)[CH3:2].O1CCOCC1.C(N(CC)[CH:29]([CH3:31])[CH3:30])(C)C.C1(C(Cl)=O)CC1.